From a dataset of Forward reaction prediction with 1.9M reactions from USPTO patents (1976-2016). Predict the product of the given reaction. (1) Given the reactants [Cl:1][C:2]1[N:7]=[C:6](Cl)[C:5]([F:9])=[CH:4][N:3]=1.[C:10]([O:14][C:15]([N:17]([CH:19]=[C:20]1[CH:26]=[CH:25][CH:24]=[C:22]([NH2:23])[CH2:21]1)[CH3:18])=[O:16])([CH3:13])([CH3:12])[CH3:11], predict the reaction product. The product is: [C:10]([O:14][C:15]([N:17]([CH:19]=[C:20]1[CH:26]=[CH:25][CH:24]=[C:22]([NH:23][C:6]2[C:5]([F:9])=[CH:4][N:3]=[C:2]([Cl:1])[N:7]=2)[CH2:21]1)[CH3:18])=[O:16])([CH3:13])([CH3:11])[CH3:12]. (2) Given the reactants [CH2:1]([NH:8][CH2:9][CH2:10][NH2:11])[C:2]1[CH:7]=[CH:6][CH:5]=[CH:4][CH:3]=1.Cl[CH2:13][CH2:14][C:15]([C:17]1[CH:22]=[CH:21][C:20]([Cl:23])=[CH:19][CH:18]=1)=O, predict the reaction product. The product is: [CH2:1]([N:8]1[CH2:13][CH2:14][CH:15]([C:17]2[CH:22]=[CH:21][C:20]([Cl:23])=[CH:19][CH:18]=2)[NH:11][CH2:10][CH2:9]1)[C:2]1[CH:7]=[CH:6][CH:5]=[CH:4][CH:3]=1. (3) Given the reactants C(N(S(F)(F)[F:7])CC)C.C(Cl)Cl.[F:13][C:14]1[CH:23]=[CH:22][CH:21]=[C:20]2[C:15]=1[CH:16](O)[C:17]([CH3:35])([CH3:34])[N:18]=[C:19]2[C:24]1[CH:25]=[N:26][C:27]2[C:32]([CH:33]=1)=[CH:31][CH:30]=[CH:29][CH:28]=2, predict the reaction product. The product is: [F:7][CH:16]1[C:15]2[C:20](=[CH:21][CH:22]=[CH:23][C:14]=2[F:13])[C:19]([C:24]2[CH:25]=[N:26][C:27]3[C:32]([CH:33]=2)=[CH:31][CH:30]=[CH:29][CH:28]=3)=[N:18][C:17]1([CH3:35])[CH3:34]. (4) Given the reactants [NH2:1][C:2]1[N:3]=[CH:4][C:5]([CH:12]2[CH2:16][N:15]([CH:17]3[CH2:22][CH2:21][N:20]([C:23](=[O:25])[CH3:24])[CH2:19][CH2:18]3)[N:14]=[CH:13]2)=[C:6]2[CH:10]=[C:9](Cl)[O:8][C:7]=12.CC1(C)C(C)(C)OB([C:34]2[C:42]3[C:37](=[CH:38][C:39]([C:43]#[N:44])=[CH:40][CH:41]=3)[NH:36][CH:35]=2)O1, predict the reaction product. The product is: [C:23]([N:20]1[CH2:21][CH2:22][CH:17]([N:15]2[CH:16]=[C:12]([C:5]3[CH:4]=[N:3][C:2]([NH2:1])=[C:7]4[O:8][C:9]([C:34]5[C:42]6[C:37](=[CH:38][C:39]([C:43]#[N:44])=[CH:40][CH:41]=6)[NH:36][CH:35]=5)=[CH:10][C:6]=34)[CH:13]=[N:14]2)[CH2:18][CH2:19]1)(=[O:25])[CH3:24]. (5) Given the reactants [C:1]([O:4][C:5]1[CH:6]=[C:7]([CH:11]=[CH:12][C:13]=1[Cl:14])[C:8]([OH:10])=O)(=[O:3])[CH3:2].CN(C=O)C.C(Cl)(=O)C(Cl)=O.Cl.[CH3:27][O:28][C:29]([C:31]1([NH2:38])[CH2:37][CH2:36][CH2:35][CH2:34][CH2:33][CH2:32]1)=[O:30], predict the reaction product. The product is: [CH3:27][O:28][C:29]([C:31]1([NH:38][C:8](=[O:10])[C:7]2[CH:11]=[CH:12][C:13]([Cl:14])=[C:5]([O:4][C:1](=[O:3])[CH3:2])[CH:6]=2)[CH2:32][CH2:33][CH2:34][CH2:35][CH2:36][CH2:37]1)=[O:30].